From a dataset of Full USPTO retrosynthesis dataset with 1.9M reactions from patents (1976-2016). Predict the reactants needed to synthesize the given product. (1) Given the product [OH:35][C:34]1[N:1]=[C:2]2[CH:3]=[CH:4][C:5]([CH:8]3[CH2:13][CH2:12][N:11]([C:14]([O:16][C:17]([CH3:20])([CH3:19])[CH3:18])=[O:15])[CH2:10][CH2:9]3)=[CH:6][N:7]2[C:31](=[O:32])[CH:30]=1, predict the reactants needed to synthesize it. The reactants are: [NH2:1][C:2]1[N:7]=[CH:6][C:5]([CH:8]2[CH2:13][CH2:12][N:11]([C:14]([O:16][C:17]([CH3:20])([CH3:19])[CH3:18])=[O:15])[CH2:10][CH2:9]2)=[CH:4][CH:3]=1.ClC1C=C(Cl)C=C(Cl)C=1[C:30](C1C(Cl)=CC(Cl)=CC=1Cl)([C:34]([O-])=[O:35])[C:31]([O-])=[O:32]. (2) Given the product [C:1]([C:3]1[CH:11]=[CH:10][C:6]([C:7]([N:14]([O:15][CH3:16])[CH3:13])=[O:8])=[CH:5][CH:4]=1)#[N:2], predict the reactants needed to synthesize it. The reactants are: [C:1]([C:3]1[CH:11]=[CH:10][C:6]([C:7](O)=[O:8])=[CH:5][CH:4]=1)#[N:2].Cl.[CH3:13][NH:14][O:15][CH3:16].CCCP(=O)=O.C(N(C(C)C)CC)(C)C.C(=O)([O-])[O-].[Na+].[Na+]. (3) Given the product [CH3:34][O:33][C:28]1[CH:29]=[CH:30][CH:31]=[CH:32][C:27]=1[C:26]1[N:20]2[C:21]([CH:22]=[N:23][C:18]([NH:14][C:11]3[CH:10]=[CH:9][C:8]([N:5]4[CH2:6][CH2:7][N:2]([CH3:1])[CH2:3][CH2:4]4)=[CH:13][N:12]=3)=[N:19]2)=[CH:24][CH:25]=1, predict the reactants needed to synthesize it. The reactants are: [CH3:1][N:2]1[CH2:7][CH2:6][N:5]([C:8]2[CH:9]=[CH:10][C:11]([NH2:14])=[N:12][CH:13]=2)[CH2:4][CH2:3]1.CS([C:18]1[N:23]=[CH:22][C:21]2=[CH:24][CH:25]=[C:26]([C:27]3[CH:32]=[CH:31][CH:30]=[CH:29][C:28]=3[O:33][CH3:34])[N:20]2[N:19]=1)=O.[F-].[Cs+].C(N(CC)C(C)C)(C)C.C(O)(C)(C)C. (4) Given the product [CH3:26][O:27][C:28]1[CH:29]=[CH:30][C:31]([N:34]2[CH:38]=[N:37][C:36]([C:39]3[CH:44]=[CH:43][C:42]([CH3:45])=[CH:41][CH:40]=3)=[N:35]2)=[CH:32][CH:33]=1.[C:42]1([CH3:45])[CH:41]=[CH:40][C:39]([C:36]2[N:37]=[CH:38][N:34]([C:31]3[CH:32]=[CH:33][C:28]([OH:27])=[CH:29][CH:30]=3)[N:35]=2)=[CH:44][CH:43]=1, predict the reactants needed to synthesize it. The reactants are: C1(C)C=CC(C2N=CNN=2)=CC=1.IC1C=CC(OC)=CC=1.B(Br)(Br)Br.[CH3:26][O:27][C:28]1[CH:33]=[CH:32][C:31]([N:34]2[CH:38]=[N:37][C:36]([C:39]3[CH:44]=[CH:43][C:42]([CH3:45])=[CH:41][CH:40]=3)=[N:35]2)=[CH:30][CH:29]=1. (5) The reactants are: [CH3:1][N:2]1[CH2:7][CH2:6][CH:5]([CH2:8][C:9]2[CH:19]=[CH:18][C:12]([C:13]([O:15]CC)=[O:14])=[CH:11][C:10]=2[C:20]([F:23])([F:22])[F:21])[CH2:4][CH2:3]1. Given the product [CH3:1][N:2]1[CH2:3][CH2:4][CH:5]([CH2:8][C:9]2[CH:19]=[CH:18][C:12]([C:13]([OH:15])=[O:14])=[CH:11][C:10]=2[C:20]([F:21])([F:23])[F:22])[CH2:6][CH2:7]1, predict the reactants needed to synthesize it. (6) Given the product [CH3:1][S:2]([O:5][C:6]1[CH:11]=[CH:10][CH:9]=[C:8]([C:12]2[O:13][C:14]([CH3:29])=[C:15]([CH2:17][O:18][C:19]3[CH:24]=[CH:23][C:22]([CH2:25][OH:26])=[CH:21][C:20]=3[O:27][CH3:28])[N:16]=2)[CH:7]=1)(=[O:3])=[O:4], predict the reactants needed to synthesize it. The reactants are: [CH3:1][S:2]([O:5][C:6]1[CH:11]=[CH:10][CH:9]=[C:8]([C:12]2[O:13][C:14]([CH3:29])=[C:15]([CH2:17][O:18][C:19]3[CH:24]=[CH:23][C:22]([CH:25]=[O:26])=[CH:21][C:20]=3[O:27][CH3:28])[N:16]=2)[CH:7]=1)(=[O:4])=[O:3].C(O)C.[BH4-].[Na+].O. (7) Given the product [Cl:16][C:2]1[C:11]2[C:6](=[CH:7][C:8]3[O:14][CH2:13][O:12][C:9]=3[CH:10]=2)[N:5]=[N:4][CH:3]=1, predict the reactants needed to synthesize it. The reactants are: O[C:2]1[C:11]2[C:6](=[CH:7][C:8]3[O:14][CH2:13][O:12][C:9]=3[CH:10]=2)[N:5]=[N:4][CH:3]=1.P(Cl)(Cl)(Cl)(Cl)[Cl:16].P(Cl)(Cl)(Cl)=O. (8) Given the product [CH2:32]([N:39]1[CH2:44][CH2:43][N:42]([CH:45]([C:46](=[O:47])[NH:6][OH:15])[CH2:49][NH:50][C:51](=[O:73])[C:52]2[CH:57]=[CH:56][C:55]([O:58][CH2:59][C:60]3[C:61]([C:69]([F:71])([F:72])[F:70])=[N:62][N:63]4[CH:68]=[CH:67][CH:66]=[CH:65][C:64]=34)=[CH:54][CH:53]=2)[CH2:41][CH2:40]1)[C:33]1[CH:34]=[CH:35][CH:36]=[CH:37][CH:38]=1, predict the reactants needed to synthesize it. The reactants are: F[B-](F)(F)F.[N:6]1([O:15]C(N(C)C)=[N+](C)C)C2C=CC=CC=2N=N1.C(N(C(C)C)CC)(C)C.[CH2:32]([N:39]1[CH2:44][CH2:43][N:42]([CH:45]([CH2:49][NH:50][C:51](=[O:73])[C:52]2[CH:57]=[CH:56][C:55]([O:58][CH2:59][C:60]3[C:61]([C:69]([F:72])([F:71])[F:70])=[N:62][N:63]4[CH:68]=[CH:67][CH:66]=[CH:65][C:64]=34)=[CH:54][CH:53]=2)[C:46](O)=[O:47])[CH2:41][CH2:40]1)[C:33]1[CH:38]=[CH:37][CH:36]=[CH:35][CH:34]=1.[Si](ON)(C(C)(C)C)(C)C.C(O)(=O)CC(CC(O)=O)(C(O)=O)O.C(=O)([O-])O.[Na+]. (9) Given the product [CH2:1]([O:8][C:9]1[CH:10]=[CH:11][C:12]([O:15][C:19]2[CH:27]=[CH:26][C:22]([C:23]([OH:25])=[O:24])=[CH:21][C:20]=2[N+:28]([O-:30])=[O:29])=[CH:13][CH:14]=1)[C:2]1[CH:3]=[CH:4][CH:5]=[CH:6][CH:7]=1, predict the reactants needed to synthesize it. The reactants are: [CH2:1]([O:8][C:9]1[CH:14]=[CH:13][C:12]([OH:15])=[CH:11][CH:10]=1)[C:2]1[CH:7]=[CH:6][CH:5]=[CH:4][CH:3]=1.[OH-].[K+].Cl[C:19]1[CH:27]=[CH:26][C:22]([C:23]([OH:25])=[O:24])=[CH:21][C:20]=1[N+:28]([O-:30])=[O:29].Cl.